Dataset: Drug-target binding data from BindingDB using Ki measurements. Task: Regression. Given a target protein amino acid sequence and a drug SMILES string, predict the binding affinity score between them. We predict pKi (pKi = -log10(Ki in M); higher means stronger inhibition). Dataset: bindingdb_ki. The drug is CCCCCCCCCCCCC1OCC(COP(=O)([O-])O)O1. The target protein (P61794) has sequence MAAASTSSPVISQPQFTAMNEQQCFYNESIAFFYNRSGKYLATEWNTVSKLVMGLGITVCVFIMLANLLVMVAIYVNRRFHFPIYYLMANLAAADFFAGLAYFYLMFNTGPNTRRLTVSTWLLRQGLIDTSLTASVANLLAIAIERHITVFRMQLHTRMSNRRVVVVIVVIWTMAIVMGAIPSVGWNCICDIDHCSNMAPLYSDSYLVFWAIFNLVTFVVMVVLYAHIFGYVRQRTMRMSRHSSGPRRNRDTMMSLLKTVVIVLGAFIVCWTPGLVLLLLDVCCPQCDVLAYEKFFLLLAEFNSAMNPIIYSYRDKEMSATFRQILCCQRNENPNGPTEGSDRSASSLNHTILAGVHSNDHSVV. The pKi is 6.2.